This data is from NCI-60 drug combinations with 297,098 pairs across 59 cell lines. The task is: Regression. Given two drug SMILES strings and cell line genomic features, predict the synergy score measuring deviation from expected non-interaction effect. (1) Drug 1: CC1=C(C=C(C=C1)NC2=NC=CC(=N2)N(C)C3=CC4=NN(C(=C4C=C3)C)C)S(=O)(=O)N.Cl. Drug 2: C1C(C(OC1N2C=NC3=C2NC=NCC3O)CO)O. Cell line: BT-549. Synergy scores: CSS=4.51, Synergy_ZIP=-0.118, Synergy_Bliss=5.56, Synergy_Loewe=1.93, Synergy_HSA=2.99. (2) Drug 1: C(=O)(N)NO. Drug 2: CCCCCOC(=O)NC1=NC(=O)N(C=C1F)C2C(C(C(O2)C)O)O. Cell line: NCI-H322M. Synergy scores: CSS=-0.958, Synergy_ZIP=3.34, Synergy_Bliss=7.52, Synergy_Loewe=-1.86, Synergy_HSA=-1.18. (3) Drug 1: CNC(=O)C1=NC=CC(=C1)OC2=CC=C(C=C2)NC(=O)NC3=CC(=C(C=C3)Cl)C(F)(F)F. Drug 2: N.N.Cl[Pt+2]Cl. Cell line: SK-MEL-5. Synergy scores: CSS=60.5, Synergy_ZIP=-1.44, Synergy_Bliss=1.47, Synergy_Loewe=-16.6, Synergy_HSA=3.71. (4) Drug 1: CS(=O)(=O)C1=CC(=C(C=C1)C(=O)NC2=CC(=C(C=C2)Cl)C3=CC=CC=N3)Cl. Drug 2: C1=CC=C(C(=C1)C(C2=CC=C(C=C2)Cl)C(Cl)Cl)Cl. Cell line: NCIH23. Synergy scores: CSS=7.38, Synergy_ZIP=-1.30, Synergy_Bliss=2.51, Synergy_Loewe=1.27, Synergy_HSA=1.27. (5) Drug 1: C1CCC(C1)C(CC#N)N2C=C(C=N2)C3=C4C=CNC4=NC=N3. Drug 2: C(CC(=O)O)C(=O)CN.Cl. Cell line: UACC-257. Synergy scores: CSS=-0.962, Synergy_ZIP=-0.734, Synergy_Bliss=-4.75, Synergy_Loewe=-7.30, Synergy_HSA=-7.25.